Dataset: Catalyst prediction with 721,799 reactions and 888 catalyst types from USPTO. Task: Predict which catalyst facilitates the given reaction. (1) Reactant: I[C:2]1[CH:3]=[C:4]([CH:19]=[CH:20][CH:21]=1)[C:5]([NH:7][C:8]1[CH:13]=[CH:12][C:11]([O:14][C:15]([F:18])([F:17])[F:16])=[CH:10][CH:9]=1)=[O:6].[N:22]1[CH:27]=[C:26](B(O)O)[CH:25]=[N:24][CH:23]=1.C([O-])([O-])=O.[Na+].[Na+].COCCOC. Product: [N:22]1[CH:27]=[C:26]([C:2]2[CH:3]=[C:4]([CH:19]=[CH:20][CH:21]=2)[C:5]([NH:7][C:8]2[CH:13]=[CH:12][C:11]([O:14][C:15]([F:18])([F:17])[F:16])=[CH:10][CH:9]=2)=[O:6])[CH:25]=[N:24][CH:23]=1. The catalyst class is: 636. (2) Reactant: [CH3:1][N:2]1[C:6]2[CH:7]=[C:8](B3OC(C)(C)C(C)(C)O3)[CH:9]=[CH:10][C:5]=2[O:4][C:3]1=[O:20].Br[C:22]1[CH:23]=[N:24][CH:25]=[CH:26][C:27]=1[C:28]([OH:31])([CH3:30])[CH3:29].C([O-])([O-])=O.[Na+].[Na+]. Product: [OH:31][C:28]([C:27]1[CH:26]=[CH:25][N:24]=[CH:23][C:22]=1[C:8]1[CH:9]=[CH:10][C:5]2[O:4][C:3](=[O:20])[N:2]([CH3:1])[C:6]=2[CH:7]=1)([CH3:30])[CH3:29]. The catalyst class is: 233. (3) Reactant: C1C(=O)N([Br:8])C(=O)C1.[CH2:9]([N:11]1[CH:15]=[C:14]([C:16]2[CH:21]=[CH:20][N:19]=[C:18]3[NH:22][CH:23]=[CH:24][C:17]=23)[C:13]([C:25]2[CH:30]=[CH:29][CH:28]=[C:27]([N+:31]([O-:33])=[O:32])[CH:26]=2)=[N:12]1)[CH3:10]. Product: [Br:8][C:24]1[C:17]2[C:18](=[N:19][CH:20]=[CH:21][C:16]=2[C:14]2[C:13]([C:25]3[CH:30]=[CH:29][CH:28]=[C:27]([N+:31]([O-:33])=[O:32])[CH:26]=3)=[N:12][N:11]([CH2:9][CH3:10])[CH:15]=2)[NH:22][CH:23]=1. The catalyst class is: 1. (4) Reactant: [CH3:1][CH:2]1[C:6]2([CH2:11][CH:10]([CH3:12])[CH2:9][C:8]([CH3:14])([CH3:13])[CH2:7]2)[C:5](=[CH2:15])[C:4](=[O:16])[CH2:3]1.ClC1C=CC=C(C(OO)=[O:25])C=1. Product: [CH3:13][C:8]1([CH3:14])[CH2:9][CH:10]([CH3:12])[CH2:11][C:6]2([CH:2]([CH3:1])[CH2:3][C:4](=[O:16])[C:5]32[O:25][CH2:15]3)[CH2:7]1. The catalyst class is: 2. (5) Reactant: [Cl:1][C:2]1[S:6][C:5]([C:7]([OH:9])=O)=[CH:4][CH:3]=1.CCN(C(C)C)C(C)C.[B-](F)(F)(F)F.CCOC(C(C#N)=NOC(N(C)C)=[N+](C)C)=O.Cl.[CH3:42][O:43][C:44](=[O:56])[C@@H:45]([NH:48][C:49]([O:51][C:52]([CH3:55])([CH3:54])[CH3:53])=[O:50])[CH2:46][NH2:47]. Product: [CH3:42][O:43][C:44](=[O:56])[C@@H:45]([NH:48][C:49]([O:51][C:52]([CH3:54])([CH3:53])[CH3:55])=[O:50])[CH2:46][NH:47][C:7]([C:5]1[S:6][C:2]([Cl:1])=[CH:3][CH:4]=1)=[O:9]. The catalyst class is: 2. (6) The catalyst class is: 152. Reactant: [NH:1]1[C:9]2[C:4](=[CH:5][CH:6]=[CH:7][CH:8]=2)[C:3]2([C:21]3[C:12](=[CH:13][C:14]4[O:19][CH2:18][CH2:17][O:16][C:15]=4[CH:20]=3)[O:11][CH2:10]2)[C:2]1=[O:22].[C:23]([O-])(=[O:25])[CH3:24].[Na+]. Product: [C:23]([N:1]1[C:9]2[C:4](=[CH:5][CH:6]=[CH:7][CH:8]=2)[C:3]2([C:21]3[C:12](=[CH:13][C:14]4[O:19][CH2:18][CH2:17][O:16][C:15]=4[CH:20]=3)[O:11][CH2:10]2)[C:2]1=[O:22])(=[O:25])[CH3:24].